Dataset: Reaction yield outcomes from USPTO patents with 853,638 reactions. Task: Predict the reaction yield, written as a fraction of the theoretical maximum amount of product (1.0 means a 100% yield; for example, 0.34 means a 34% yield). (1) The catalyst is ClCCl. The product is [Cl:1][C:2]1[C:3]([N+:9]([O-:11])=[O:10])=[C:4]([NH:5][C:22](=[O:23])[CH2:21][O:20][CH3:19])[CH:6]=[CH:7][CH:8]=1. The yield is 0.620. The reactants are [Cl:1][C:2]1[C:3]([N+:9]([O-:11])=[O:10])=[C:4]([CH:6]=[CH:7][CH:8]=1)[NH2:5].C(N(CC)CC)C.[CH3:19][O:20][CH2:21][C:22](Cl)=[O:23].Cl. (2) The reactants are [CH3:1][O:2][C:3]1[CH:10]=[C:9]([N+:11]([O-])=O)[CH:8]=[CH:7][C:4]=1[C:5]#[N:6].Cl.C(=O)([O-])O.[Na+]. The catalyst is C(O)C.[Fe]. The product is [NH2:11][C:9]1[CH:8]=[CH:7][C:4]([C:5]#[N:6])=[C:3]([O:2][CH3:1])[CH:10]=1. The yield is 0.730. (3) The reactants are [Cl:1][C:2]1[N:7]=[C:6]([CH:8]2[CH2:10][CH2:9]2)[C:5]([I:11])=[C:4]([CH2:12][N:13]2C(=O)C3C(=CC=CC=3)C2=O)[CH:3]=1.O.NN. The catalyst is CO. The product is [Cl:1][C:2]1[N:7]=[C:6]([CH:8]2[CH2:10][CH2:9]2)[C:5]([I:11])=[C:4]([CH2:12][NH2:13])[CH:3]=1. The yield is 0.570. (4) The reactants are [N:1]1([CH2:7][CH2:8][C:9]2[N:17]3[C:12]([C:13]([NH2:18])=[N:14][CH:15]=[N:16]3)=[CH:11][CH:10]=2)[CH2:6][CH2:5][O:4][CH2:3][CH2:2]1.[Br:19]N1C(C)(C)C(=O)N(Br)C1=O. The catalyst is CN(C=O)C. The product is [Br:19][C:11]1[CH:10]=[C:9]([CH2:8][CH2:7][N:1]2[CH2:6][CH2:5][O:4][CH2:3][CH2:2]2)[N:17]2[C:12]=1[C:13]([NH2:18])=[N:14][CH:15]=[N:16]2. The yield is 0.390. (5) The reactants are [NH2:1][C:2]1[C:6]([CH3:7])=[CH:5][S:4][C:3]=1[C:8]([O:10]C)=[O:9].[OH-].[Na+].CO. The catalyst is O. The product is [NH2:1][C:2]1[C:6]([CH3:7])=[CH:5][S:4][C:3]=1[C:8]([OH:10])=[O:9]. The yield is 0.840. (6) The reactants are C([NH:4][C:5]1[N:6]=[C:7]([N:25]2[CH2:31][CH2:30][CH2:29][NH:28][CH2:27][CH:26]2[C:32](=[O:41])[NH:33][C:34]2[CH:39]=[CH:38][CH:37]=[C:36]([CH3:40])[CH:35]=2)[C:8]2[N:14]=[C:13]([C:15]3[CH:20]=[CH:19][C:18]([O:21][CH3:22])=[C:17]([O:23][CH3:24])[CH:16]=3)[CH:12]=[CH:11][C:9]=2[N:10]=1)(=O)C.C(=O)([O-])[O-].[K+].[K+]. The catalyst is CO.O. The product is [NH2:4][C:5]1[N:6]=[C:7]([N:25]2[CH2:31][CH2:30][CH2:29][NH:28][CH2:27][CH:26]2[C:32](=[O:41])[NH:33][C:34]2[CH:39]=[CH:38][CH:37]=[C:36]([CH3:40])[CH:35]=2)[C:8]2[N:14]=[C:13]([C:15]3[CH:20]=[CH:19][C:18]([O:21][CH3:22])=[C:17]([O:23][CH3:24])[CH:16]=3)[CH:12]=[CH:11][C:9]=2[N:10]=1. The yield is 0.930. (7) The reactants are [CH2:1]([C:5]1[N:6]=[C:7]([CH3:27])[NH:8][C:9](=[O:26])[C:10]=1[CH2:11][C:12]1[CH:17]=[CH:16][C:15]([C:18]2[C:19]([C:24]#[N:25])=[CH:20][CH:21]=[CH:22][CH:23]=2)=[CH:14][CH:13]=1)[CH2:2][CH2:3][CH3:4].C(=O)([O-])[O-].[Cs+].[Cs+].Br[CH:35]([C:37]1[CH:42]=[CH:41][CH:40]=[CH:39][CH:38]=1)[CH3:36].CN(C)C(=O)C. The catalyst is C(OCC)(=O)C. The product is [CH2:1]([C:5]1[N:6]=[C:7]([CH3:27])[N:8]([CH:35]([C:37]2[CH:42]=[CH:41][CH:40]=[CH:39][CH:38]=2)[CH3:36])[C:9](=[O:26])[C:10]=1[CH2:11][C:12]1[CH:17]=[CH:16][C:15]([C:18]2[C:19]([C:24]#[N:25])=[CH:20][CH:21]=[CH:22][CH:23]=2)=[CH:14][CH:13]=1)[CH2:2][CH2:3][CH3:4]. The yield is 0.190. (8) The reactants are [C:1]([O:5][CH:6]([C:11]1[C:12]([CH3:38])=[N:13][C:14]2[CH2:15][CH2:16][N:17]([C:28]([O:30][CH2:31][C:32]3[CH:37]=[CH:36][CH:35]=[CH:34][CH:33]=3)=[O:29])[CH2:18][C:19]=2[C:20]=1[C:21]1[CH:26]=[CH:25][C:24]([CH3:27])=[CH:23][CH:22]=1)[C:7]([O:9]C)=[O:8])([CH3:4])([CH3:3])[CH3:2].[OH-].[Na+].Cl. The product is [CH2:31]([O:30][C:28]([N:17]1[CH2:16][CH2:15][C:14]2[N:13]=[C:12]([CH3:38])[C:11]([CH:6]([O:5][C:1]([CH3:4])([CH3:3])[CH3:2])[C:7]([OH:9])=[O:8])=[C:20]([C:21]3[CH:22]=[CH:23][C:24]([CH3:27])=[CH:25][CH:26]=3)[C:19]=2[CH2:18]1)=[O:29])[C:32]1[CH:37]=[CH:36][CH:35]=[CH:34][CH:33]=1. The yield is 0.810. The catalyst is CO.O.CCOC(C)=O.